From a dataset of Reaction yield outcomes from USPTO patents with 853,638 reactions. Predict the reaction yield, written as a fraction of the theoretical maximum amount of product (1.0 means a 100% yield; for example, 0.34 means a 34% yield). The reactants are Cl.[CH2:2]([S:4]([N:7]1[CH2:12][CH2:11][N:10]([CH2:13][C:14]2[S:18][C:17]([NH:19][C:20](=[O:35])[N:21]([CH:28]3[CH2:33][CH2:32][CH:31]([CH3:34])[CH2:30][CH2:29]3)[CH:22]3[CH2:27][CH2:26][NH:25][CH2:24][CH2:23]3)=[N:16][CH:15]=2)[CH2:9][CH2:8]1)(=[O:6])=[O:5])[CH3:3].[CH:36]1([C:41](Cl)=[O:42])[CH2:40][CH2:39][CH2:38][CH2:37]1. No catalyst specified. The product is [CH:36]1([C:41]([N:25]2[CH2:26][CH2:27][CH:22]([N:21]([CH:28]3[CH2:29][CH2:30][CH:31]([CH3:34])[CH2:32][CH2:33]3)[C:20]([NH:19][C:17]3[S:18][C:14]([CH2:13][N:10]4[CH2:11][CH2:12][N:7]([S:4]([CH2:2][CH3:3])(=[O:5])=[O:6])[CH2:8][CH2:9]4)=[CH:15][N:16]=3)=[O:35])[CH2:23][CH2:24]2)=[O:42])[CH2:40][CH2:39][CH2:38][CH2:37]1. The yield is 0.400.